This data is from Forward reaction prediction with 1.9M reactions from USPTO patents (1976-2016). The task is: Predict the product of the given reaction. (1) Given the reactants [N:1]1([CH:14]2[CH2:19][CH2:18][CH2:17][NH:16][CH2:15]2)[C:12]2=[C:13]3[C:8](=[CH:9][CH:10]=[CH:11]2)[CH:7]=[N:6][CH:5]=[C:4]3[CH2:3][CH2:2]1.[NH:20]([CH2:24][C:25]([CH2:27][NH:28][C:29]([CH3:31])=[O:30])=O)[C:21]([CH3:23])=[O:22], predict the reaction product. The product is: [NH:20]([CH2:24][CH:25]([N:16]1[CH2:17][CH2:18][CH2:19][CH:14]([N:1]2[C:12]3=[C:13]4[C:8](=[CH:9][CH:10]=[CH:11]3)[CH:7]=[N:6][CH:5]=[C:4]4[CH2:3][CH2:2]2)[CH2:15]1)[CH2:27][NH:28][C:29]([CH3:31])=[O:30])[C:21]([CH3:23])=[O:22]. (2) Given the reactants CS(O[CH:6]1[CH2:11][CH2:10][CH2:9][CH2:8][CH:7]1[N:12]1[C:20]2[CH:19]=[CH:18][C:17]([CH3:21])=[CH:16][C:15]=2[C:14]2[CH2:22][N:23]([CH3:26])[CH2:24][CH2:25][C:13]1=2)(=O)=O.[OH-].[K+], predict the reaction product. The product is: [C:7]1([N:12]2[C:20]3[CH:19]=[CH:18][C:17]([CH3:21])=[CH:16][C:15]=3[C:14]3[CH2:22][N:23]([CH3:26])[CH2:24][CH2:25][C:13]2=3)[CH2:8][CH2:9][CH2:10][CH2:11][CH:6]=1. (3) Given the reactants [C:1]([C:3]1([NH:6][C:7]([C@@H:9]2[CH2:13][C@@H:12]([S:14]([C:17]3[CH:22]=[CH:21][C:20]([F:23])=[CH:19][C:18]=3[Cl:24])(=[O:16])=[O:15])[CH2:11][C@H:10]2[CH2:25][OH:26])=[O:8])[CH2:5][CH2:4]1)#[N:2].[Cl:27][C:28]1[CH:33]=[CH:32][C:31](O)=[CH:30][N:29]=1.C1(P(C2C=CC=CC=2)C2C=CC=CC=2)C=CC=CC=1.C(OC(N=NC(OC(C)(C)C)=O)=O)(C)(C)C, predict the reaction product. The product is: [C:1]([C:3]1([NH:6][C:7]([C@@H:9]2[CH2:13][C@@H:12]([S:14]([C:17]3[CH:22]=[CH:21][C:20]([F:23])=[CH:19][C:18]=3[Cl:24])(=[O:15])=[O:16])[CH2:11][C@H:10]2[CH2:25][O:26][C:31]2[CH:30]=[N:29][C:28]([Cl:27])=[CH:33][CH:32]=2)=[O:8])[CH2:5][CH2:4]1)#[N:2]. (4) Given the reactants [CH2:1]([O:3][P:4]([CH2:9][O:10][CH2:11][CH2:12]Cl)(=[O:8])[O:5][CH2:6][CH3:7])[CH3:2].[N-:14]=[N+:15]=[N-:16].[Na+], predict the reaction product. The product is: [CH2:1]([O:3][P:4]([CH2:9][O:10][CH2:11][CH2:12][N:14]=[N+:15]=[N-:16])(=[O:8])[O:5][CH2:6][CH3:7])[CH3:2].